This data is from Full USPTO retrosynthesis dataset with 1.9M reactions from patents (1976-2016). The task is: Predict the reactants needed to synthesize the given product. (1) Given the product [Br:18][C:19]1[CH:20]=[CH:21][C:22]([N:27]2[CH2:32][CH2:31][CH:30]([CH3:33])[CH2:29][CH2:28]2)=[C:23](/[CH:24]=[C:11](\[CH3:17])/[C:12]([O:14][CH2:15][CH3:16])=[O:13])[CH:26]=1, predict the reactants needed to synthesize it. The reactants are: [H-].[Na+].C(OP([CH:11]([CH3:17])[C:12]([O:14][CH2:15][CH3:16])=[O:13])(OCC)=O)C.[Br:18][C:19]1[CH:20]=[CH:21][C:22]([N:27]2[CH2:32][CH2:31][CH:30]([CH3:33])[CH2:29][CH2:28]2)=[C:23]([CH:26]=1)[CH:24]=O.O. (2) Given the product [F:43][C:32]1[CH:31]=[C:30]([C@:15]([NH:14][C:12]([NH:11][CH2:10][CH2:9][CH2:8][CH2:7][CH2:6][C:5]2[N:4]=[N:3][N:2]([CH3:44])[N:1]=2)=[O:13])([C:23]2[CH:24]=[CH:25][C:26]([F:29])=[CH:27][CH:28]=2)[CH2:16][C:17]2[CH:18]=[CH:19][CH:20]=[CH:21][CH:22]=2)[CH:35]=[C:34]([O:36][C:37]([F:42])([F:41])[CH:38]([F:40])[F:39])[CH:33]=1, predict the reactants needed to synthesize it. The reactants are: [N:1]1[NH:2][N:3]=[N:4][C:5]=1[CH2:6][CH2:7][CH2:8][CH2:9][CH2:10][NH:11][C:12]([NH:14][C@@:15]([C:30]1[CH:35]=[C:34]([O:36][C:37]([F:42])([F:41])[CH:38]([F:40])[F:39])[CH:33]=[C:32]([F:43])[CH:31]=1)([C:23]1[CH:28]=[CH:27][C:26]([F:29])=[CH:25][CH:24]=1)[CH2:16][C:17]1[CH:22]=[CH:21][CH:20]=[CH:19][CH:18]=1)=[O:13].[C:44]([O-])([O-])=O.[K+].[K+].CI. (3) Given the product [CH3:13][O:14][C:15]([C:17]1([CH2:11][CH2:10][CH:9]=[CH2:8])[CH2:22][CH2:21][O:20][CH2:19][CH2:18]1)=[O:16], predict the reactants needed to synthesize it. The reactants are: C(NC(C)C)(C)C.[CH2:8]([Li])[CH2:9][CH2:10][CH3:11].[CH3:13][O:14][C:15]([CH:17]1[CH2:22][CH2:21][O:20][CH2:19][CH2:18]1)=[O:16].BrC=CCC. (4) Given the product [Br:1][C:2]1[CH:7]=[CH:6][C:5]([N:28]([C:31]2[CH:30]=[CH:33][C:2]([Br:1])=[CH:3][CH:4]=2)[C:25]2[CH:26]=[CH:27][C:22]([N:15]([C:16]3[CH:21]=[CH:20][CH:19]=[CH:18][CH:17]=3)[C:12]3[CH:11]=[CH:10][CH:9]=[CH:14][CH:13]=3)=[CH:23][CH:24]=2)=[CH:4][CH:3]=1, predict the reactants needed to synthesize it. The reactants are: [Br:1][C:2]1[CH:7]=[CH:6][C:5](I)=[CH:4][CH:3]=1.[CH:9]1[CH:14]=[CH:13][C:12]([N:15]([C:22]2[CH:27]=[CH:26][C:25]([NH2:28])=[CH:24][CH:23]=2)[C:16]2[CH:21]=[CH:20][CH:19]=[CH:18][CH:17]=2)=[CH:11][CH:10]=1.C[C:30]([CH3:33])([O-])[CH3:31].[Na+]. (5) The reactants are: N1C=CC=CC=1.F.[CH3:8][O:9][C:10]([CH:12]1[CH:16]([C@H:17]([CH3:27])[CH2:18][O:19][Si](C(C)(C)C)(C)C)[CH2:15][N:14]([C:28]([O:30][CH2:31][C:32]2[CH:37]=[CH:36][CH:35]=[CH:34][CH:33]=2)=[O:29])[CH2:13]1)=[O:11]. Given the product [CH3:8][O:9][C:10]([CH:12]1[CH:16]([C@H:17]([CH3:27])[CH2:18][OH:19])[CH2:15][N:14]([C:28]([O:30][CH2:31][C:32]2[CH:37]=[CH:36][CH:35]=[CH:34][CH:33]=2)=[O:29])[CH2:13]1)=[O:11], predict the reactants needed to synthesize it.